This data is from Forward reaction prediction with 1.9M reactions from USPTO patents (1976-2016). The task is: Predict the product of the given reaction. (1) Given the reactants ClC1C(OCC2(C(F)(F)F)CCCCC2)=C[C:5](F)=[C:6]([CH:14]=1)C(OC(C)(C)C)=O.[CH:28]12[CH2:37][CH:32]3[CH2:33][CH:34]([CH2:36][CH:30]([CH2:31]3)[CH:29]1[CH2:38][O:39][C:40]1[C:52](Cl)=[CH:51][C:43]([C:44]([O:46][C:47]([CH3:50])([CH3:49])[CH3:48])=[O:45])=[C:42]([F:54])[CH:41]=1)[CH2:35]2, predict the reaction product. The product is: [CH:28]12[CH2:37][CH:32]3[CH2:33][CH:34]([CH2:36][CH:30]([CH2:31]3)[CH:29]1[CH2:38][O:39][C:40]1[C:52]([CH:14]3[CH2:6][CH2:5]3)=[CH:51][C:43]([C:44]([O:46][C:47]([CH3:50])([CH3:49])[CH3:48])=[O:45])=[C:42]([F:54])[CH:41]=1)[CH2:35]2. (2) The product is: [CH2:1]([O:8][C:9]1[N:14]=[C:13]2[N:15]([C:21]3[CH:22]=[CH:23][CH:24]=[C:19]([F:18])[C:20]=3[C:26]([F:27])([F:29])[F:28])[CH:16]=[N:17][C:12]2=[CH:11][CH:10]=1)[C:2]1[CH:3]=[CH:4][CH:5]=[CH:6][CH:7]=1. Given the reactants [CH2:1]([O:8][C:9]1[N:14]=[C:13]2[NH:15][CH:16]=[N:17][C:12]2=[CH:11][CH:10]=1)[C:2]1[CH:7]=[CH:6][CH:5]=[CH:4][CH:3]=1.[F:18][C:19]1[CH:24]=[CH:23][CH:22]=[C:21](F)[C:20]=1[C:26]([F:29])([F:28])[F:27].C([O-])([O-])=O.[Cs+].[Cs+], predict the reaction product. (3) Given the reactants [NH:1]1[CH2:5][CH2:4][CH2:3][CH2:2]1.C(N(CC)CC)C.Cl[C:14]([O:16][CH:17]([Cl:19])[CH3:18])=[O:15], predict the reaction product. The product is: [N:1]1([C:14]([O:16][CH:17]([Cl:19])[CH3:18])=[O:15])[CH2:5][CH2:4][CH2:3][CH2:2]1. (4) The product is: [NH:8]1[CH2:13][CH2:12][CH:11]([O:14][C:15]2[CH:16]=[CH:17][C:18]([CH:21]3[CH2:22][CH2:23][N:24]([C:27]([O:29][CH2:30][C:31]4[CH:32]=[CH:33][CH:34]=[CH:35][CH:36]=4)=[O:28])[CH2:25][CH2:26]3)=[CH:19][CH:20]=2)[CH2:10][CH2:9]1. Given the reactants CC(OC([N:8]1[CH2:13][CH2:12][CH:11]([O:14][C:15]2[CH:20]=[CH:19][C:18]([C:21]3(O)[CH2:26][CH2:25][N:24]([C:27]([O:29][CH2:30][C:31]4[CH:36]=[CH:35][CH:34]=[CH:33][CH:32]=4)=[O:28])[CH2:23][CH2:22]3)=[CH:17][CH:16]=2)[CH2:10][CH2:9]1)=O)(C)C.C([SiH](CC)CC)C.FC(F)(F)C(O)=O, predict the reaction product. (5) Given the reactants I[C:2]1[CH:3]=[N:4][C:5]2[C:10]([CH:11]=1)=[CH:9][CH:8]=[CH:7][C:6]=2[N+:12]([O-:14])=[O:13].[O-]P([O-])([O-])=O.[K+].[K+].[K+].[F:23][C:24]1[CH:25]=[C:26](S)[CH:27]=[CH:28][CH:29]=1.O.O.O.O.O.O.[Mg+2].C(O[O-])(=O)C1C(=CC=CC=1)C([O-])=O.[S:51](S([O-])=O)([O-:54])(=O)=[O:52].[Na+].[Na+], predict the reaction product. The product is: [F:23][C:24]1[CH:29]=[C:28]([S:51]([C:2]2[CH:3]=[N:4][C:5]3[C:10]([CH:11]=2)=[CH:9][CH:8]=[CH:7][C:6]=3[N+:12]([O-:14])=[O:13])(=[O:54])=[O:52])[CH:27]=[CH:26][CH:25]=1. (6) Given the reactants C1OC2C=CC(C[O:7][C:8](=O)[C@H:9]([N:18]([CH2:32][C:33]3[CH:38]=[CH:37][C:36]4[O:39][CH2:40][O:41][C:35]=4[CH:34]=3)[S:19]([C:22]3[C:27]([CH3:28])=[CH:26][C:25]([O:29][CH3:30])=[CH:24][C:23]=3[CH3:31])(=[O:21])=[O:20])[CH2:10][O:11][CH:12]3[CH2:17][CH2:16][CH2:15][CH2:14][O:13]3)=CC=2O1.[CH2:47]([O:54][NH2:55])[C:48]1[CH:53]=[CH:52][CH:51]=[CH:50][CH:49]=1.C1C=CC2N(O)N=NC=2C=1.CCN=C=NCCCN(C)C, predict the reaction product. The product is: [CH2:47]([O:54][NH:55][C:8](=[O:7])[C@H:9]([N:18]([CH2:32][C:33]1[CH:38]=[CH:37][C:36]2[O:39][CH2:40][O:41][C:35]=2[CH:34]=1)[S:19]([C:22]1[C:27]([CH3:28])=[CH:26][C:25]([O:29][CH3:30])=[CH:24][C:23]=1[CH3:31])(=[O:20])=[O:21])[CH2:10][O:11][CH:12]1[CH2:17][CH2:16][CH2:15][CH2:14][O:13]1)[C:48]1[CH:53]=[CH:52][CH:51]=[CH:50][CH:49]=1.